From a dataset of Forward reaction prediction with 1.9M reactions from USPTO patents (1976-2016). Predict the product of the given reaction. (1) The product is: [CH3:66][CH:65]([CH3:67])[C@@:64]([C:69]([NH:37][C@H:36]([C:35]([N:34]([C@@H:29]([C@@H:30]([CH3:33])[CH2:31][CH3:32])[C@H:28]([O:43][CH3:44])[CH2:27][C:26]([N:22]1[CH2:23][CH2:24][CH2:25][C@H:21]1[C@H:3]([O:2][CH3:1])[C@@H:4]([CH3:20])[C:5]([NH:7][C@@H:8]([CH2:9][C:10]1[CH:11]=[CH:12][CH:13]=[CH:14][CH:15]=1)[C:16]([O:18][CH3:19])=[O:17])=[O:6])=[O:45])[CH3:42])=[O:41])[CH:38]([CH3:39])[CH3:40])=[O:70])([CH3:68])[NH2:63]. Given the reactants [CH3:1][O:2][C@@H:3]([C@@H:21]1[CH2:25][CH2:24][CH2:23][N:22]1[C:26](=[O:45])[CH2:27][C@@H:28]([O:43][CH3:44])[C@@H:29]([N:34]([CH3:42])[C:35](=[O:41])[C@H:36]([CH:38]([CH3:40])[CH3:39])[NH2:37])[C@@H:30]([CH3:33])[CH2:31][CH3:32])[C@@H:4]([CH3:20])[C:5]([NH:7][C@H:8]([C:16]([O:18][CH3:19])=[O:17])[CH2:9][C:10]1[CH:15]=[CH:14][CH:13]=[CH:12][CH:11]=1)=[O:6].C1C2C(COC([NH:63][C@:64]([C:69](O)=[O:70])([CH3:68])[CH:65]([CH3:67])[CH3:66])=O)C3C(=CC=CC=3)C=2C=CC=1.CCN(C(C)C)C(C)C.CN(C(ON1N=NC2C=CC=NC1=2)=[N+](C)C)C.F[P-](F)(F)(F)(F)F.C(NCC)C, predict the reaction product. (2) The product is: [NH2:8][C:5]1[CH:6]=[CH:7][C:2]([N:17]2[CH2:18][CH2:19][CH:14]([OH:13])[CH2:15][CH2:16]2)=[CH:3][C:4]=1[O:11][CH3:12]. Given the reactants F[C:2]1[CH:7]=[CH:6][C:5]([N+:8]([O-])=O)=[C:4]([O:11][CH3:12])[CH:3]=1.[OH:13][CH:14]1[CH2:19][CH2:18][NH:17][CH2:16][CH2:15]1.C(=O)([O-])[O-].[K+].[K+], predict the reaction product. (3) Given the reactants [CH:1]([C:4]1[CH:5]=[CH:6][C:7]([O:13][CH3:14])=[C:8](B(O)O)[CH:9]=1)([CH3:3])[CH3:2].[F:15][C:16]1[CH:17]=[C:18]([CH:28]([NH:30][C:31]([C:33]2[N:34]=[C:35](Cl)[O:36][CH:37]=2)=[O:32])[CH3:29])[CH:19]=[C:20]([F:27])[C:21]=1[NH:22][S:23]([CH3:26])(=[O:25])=[O:24].C([O-])([O-])=O.[Cs+].[Cs+], predict the reaction product. The product is: [F:27][C:20]1[CH:19]=[C:18]([CH:28]([NH:30][C:31]([C:33]2[N:34]=[C:35]([C:8]3[CH:9]=[C:4]([CH:1]([CH3:3])[CH3:2])[CH:5]=[CH:6][C:7]=3[O:13][CH3:14])[O:36][CH:37]=2)=[O:32])[CH3:29])[CH:17]=[C:16]([F:15])[C:21]=1[NH:22][S:23]([CH3:26])(=[O:25])=[O:24]. (4) Given the reactants N#N.[CH3:3][C:4]1([C:9]2[CH:14]=[CH:13][N:12]=[C:11]([CH2:15][N:16]3[N:20]=[C:19]([N+:21]([O-])=O)[CH:18]=[N:17]3)[CH:10]=2)[O:8][CH2:7][CH2:6][O:5]1.[NH4+].[Cl-], predict the reaction product. The product is: [CH3:3][C:4]1([C:9]2[CH:14]=[CH:13][N:12]=[C:11]([CH2:15][N:16]3[N:20]=[C:19]([NH2:21])[CH:18]=[N:17]3)[CH:10]=2)[O:8][CH2:7][CH2:6][O:5]1. (5) Given the reactants C([N:8]1[CH2:13][CH2:12][N:11]2[C:14]([CH2:17][NH:18][C:19](=[O:25])[O:20][C:21]([CH3:24])([CH3:23])[CH3:22])=[N:15][CH:16]=[C:10]2[CH2:9]1)C1C=CC=CC=1.CC(OC(OC(OC(C)(C)C)=O)=O)(C)C, predict the reaction product. The product is: [CH:16]1[N:15]=[C:14]([CH2:17][NH:18][C:19](=[O:25])[O:20][C:21]([CH3:23])([CH3:22])[CH3:24])[N:11]2[CH2:12][CH2:13][NH:8][CH2:9][C:10]=12. (6) Given the reactants [O:1]=[S:2]1[C:10]2[C:9]([NH:11][CH2:12][CH2:13][CH3:14])=[N:8][C:7]([N:15]3[CH2:20][CH2:19][NH:18][CH2:17][CH2:16]3)=[N:6][C:5]=2[CH2:4][CH2:3]1.Br[C:22]1[CH:29]=[CH:28][C:25]([C:26]#[N:27])=[CH:24][CH:23]=1.CC1(C)C2C(=C(P(C3C=CC=CC=3)C3C=CC=CC=3)C=CC=2)OC2C(P(C3C=CC=CC=3)C3C=CC=CC=3)=CC=CC1=2.C(=O)([O-])[O-].[Cs+].[Cs+], predict the reaction product. The product is: [O:1]=[S:2]1[C:10]2[C:9]([NH:11][CH2:12][CH2:13][CH3:14])=[N:8][C:7]([N:15]3[CH2:20][CH2:19][N:18]([C:22]4[CH:29]=[CH:28][C:25]([C:26]#[N:27])=[CH:24][CH:23]=4)[CH2:17][CH2:16]3)=[N:6][C:5]=2[CH2:4][CH2:3]1. (7) Given the reactants Br[CH2:2][C:3]([C:5]1[CH:10]=[CH:9][C:8]([OH:11])=[CH:7][CH:6]=1)=O.[NH2:12][C:13]1[CH:18]=[CH:17][CH:16]=[CH:15][N:14]=1.C(=O)([O-])O.[Na+], predict the reaction product. The product is: [OH:11][C:8]1[CH:9]=[CH:10][C:5]([C:3]2[N:12]=[C:13]3[CH:18]=[CH:17][CH:16]=[CH:15][N:14]3[CH:2]=2)=[CH:6][CH:7]=1. (8) Given the reactants [Cl:1][C:2]1[C:3]([I:9])=[CH:4][C:5](F)=[N:6][CH:7]=1.[NH2:10][C@H:11]1[CH2:16][CH2:15][C@H:14]([CH2:17][NH:18][C:19](=[O:25])[O:20][C:21]([CH3:24])([CH3:23])[CH3:22])[CH2:13][CH2:12]1.CS(C)=O, predict the reaction product. The product is: [Cl:1][C:2]1[C:3]([I:9])=[CH:4][C:5]([NH:10][C@H:11]2[CH2:16][CH2:15][C@H:14]([CH2:17][NH:18][C:19](=[O:25])[O:20][C:21]([CH3:23])([CH3:22])[CH3:24])[CH2:13][CH2:12]2)=[N:6][CH:7]=1.